From a dataset of Full USPTO retrosynthesis dataset with 1.9M reactions from patents (1976-2016). Predict the reactants needed to synthesize the given product. (1) Given the product [CH2:8]([N:12]1[CH2:17][CH2:16][CH:15]([NH:18][C:19]([C:21]2[CH:22]=[C:23]3[C:27](=[CH:28][CH:29]=2)[NH:26][N:25]=[CH:24]3)=[O:20])[CH2:14][CH2:13]1)[CH:9]=[CH:10][CH3:11], predict the reactants needed to synthesize it. The reactants are: C(=O)([O-])[O-].[K+].[K+].Cl[CH2:8][CH:9]=[CH:10][CH3:11].[NH:12]1[CH2:17][CH2:16][CH:15]([NH:18][C:19]([C:21]2[CH:22]=[C:23]3[C:27](=[CH:28][CH:29]=2)[NH:26][N:25]=[CH:24]3)=[O:20])[CH2:14][CH2:13]1. (2) Given the product [CH3:1][C:2]1[CH:7]=[C:6]([N:8]2[CH2:12][CH2:11][CH:10]([N:13]3[CH2:17][CH2:16][CH2:15][CH:14]3[CH3:18])[CH2:9]2)[CH:5]=[CH:4][C:3]=1[NH:19][C:29]([C:27]1[O:28][C:24]2[CH:23]=[C:22]([O:21][CH3:20])[CH:33]=[CH:32][C:25]=2[CH:26]=1)=[O:30], predict the reactants needed to synthesize it. The reactants are: [CH3:1][C:2]1[CH:7]=[C:6]([N:8]2[CH2:12][CH2:11][CH:10]([N:13]3[CH2:17][CH2:16][CH2:15][CH:14]3[CH3:18])[CH2:9]2)[CH:5]=[CH:4][C:3]=1[NH2:19].[CH3:20][O:21][C:22]1[CH:33]=[CH:32][C:25]2[CH:26]=[C:27]([C:29](O)=[O:30])[O:28][C:24]=2[CH:23]=1. (3) Given the product [Cl:10][C:11]1[CH:32]=[C:31]([O:33][CH:34]2[CH2:39][CH2:38][CH2:37][CH2:36][O:35]2)[CH:30]=[CH:29][C:12]=1[CH2:13][N:14]([C:15]1[CH:20]=[CH:19][C:18]([O:21][CH2:22][CH2:23][N:24]2[CH2:25][CH2:26][CH2:27][CH2:28]2)=[CH:17][CH:16]=1)[C:7]([CH:1]1[CH2:6][CH2:5][CH2:4][CH2:3][CH2:2]1)=[O:8], predict the reactants needed to synthesize it. The reactants are: [CH:1]1([C:7](Cl)=[O:8])[CH2:6][CH2:5][CH2:4][CH2:3][CH2:2]1.[Cl:10][C:11]1[CH:32]=[C:31]([O:33][CH:34]2[CH2:39][CH2:38][CH2:37][CH2:36][O:35]2)[CH:30]=[CH:29][C:12]=1[CH2:13][NH:14][C:15]1[CH:20]=[CH:19][C:18]([O:21][CH2:22][CH2:23][N:24]2[CH2:28][CH2:27][CH2:26][CH2:25]2)=[CH:17][CH:16]=1.C(N(CC)CC)C. (4) Given the product [C:1]([Si:5]([CH3:20])([CH3:19])[O:6][CH:7]1[CH2:12][CH2:11][C:10]([CH:13]=[N:27][S:25]([C:22]([CH3:24])([CH3:23])[CH3:21])=[O:26])([C:15]([F:18])([F:17])[F:16])[CH2:9][CH2:8]1)([CH3:4])([CH3:3])[CH3:2], predict the reactants needed to synthesize it. The reactants are: [C:1]([Si:5]([CH3:20])([CH3:19])[O:6][CH:7]1[CH2:12][CH2:11][C:10]([C:15]([F:18])([F:17])[F:16])([CH:13]=O)[CH2:9][CH2:8]1)([CH3:4])([CH3:3])[CH3:2].[CH3:21][C:22]([S:25]([NH2:27])=[O:26])([CH3:24])[CH3:23].C([O-])(O)=O.[Na+]. (5) Given the product [Cl:1][C:2]1[CH:3]=[C:4]([C:10]2([C:26]([F:28])([F:29])[F:27])[O:14][N:13]=[C:12]([C:15]3[CH:24]=[CH:23][C:18]([C:19]([OH:21])=[O:20])=[C:17]([CH3:25])[CH:16]=3)[CH2:11]2)[CH:5]=[C:6]([Cl:9])[C:7]=1[F:8], predict the reactants needed to synthesize it. The reactants are: [Cl:1][C:2]1[CH:3]=[C:4]([C:10]2([C:26]([F:29])([F:28])[F:27])[O:14][N:13]=[C:12]([C:15]3[CH:24]=[CH:23][C:18]([C:19]([O:21]C)=[O:20])=[C:17]([CH3:25])[CH:16]=3)[CH2:11]2)[CH:5]=[C:6]([Cl:9])[C:7]=1[F:8].[OH-].[Na+]. (6) Given the product [CH:24]1([C:9]2[C:8]([CH2:7][NH:5][CH3:4])=[CH:13][N:12]=[C:11]([C:14]3[CH:15]=[CH:16][C:17]([C:20]([F:22])([F:23])[F:21])=[CH:18][CH:19]=3)[N:10]=2)[CH2:26][CH2:25]1, predict the reactants needed to synthesize it. The reactants are: C(O[C:4](=O)[N:5]([CH2:7][C:8]1[C:9]([CH:24]2[CH2:26][CH2:25]2)=[N:10][C:11]([C:14]2[CH:19]=[CH:18][C:17]([C:20]([F:23])([F:22])[F:21])=[CH:16][CH:15]=2)=[N:12][CH:13]=1)C)C.[OH-].[K+].O.NN.CCOC(C)=O. (7) Given the product [C:30]([NH:29][C:25]1[C:24](=[O:38])[N:23]([C@@H:15]([CH2:16][C:17]2[CH:18]=[CH:19][CH:20]=[CH:21][CH:22]=2)[C:14]([NH:13][CH:8]([C:9](=[O:12])[CH2:10][F:11])[CH2:7][C:6]([OH:40])=[O:5])=[O:39])[CH:28]=[CH:27][CH:26]=1)(=[O:37])[C:31]1[CH:36]=[CH:35][CH:34]=[CH:33][CH:32]=1, predict the reactants needed to synthesize it. The reactants are: C([O:5][C:6](=[O:40])[CH2:7][CH:8]([NH:13][C:14](=[O:39])[C@@H:15]([N:23]1[CH:28]=[CH:27][CH:26]=[C:25]([NH:29][C:30](=[O:37])[C:31]2[CH:36]=[CH:35][CH:34]=[CH:33][CH:32]=2)[C:24]1=[O:38])[CH2:16][C:17]1[CH:22]=[CH:21][CH:20]=[CH:19][CH:18]=1)[C:9](=[O:12])[CH2:10][F:11])(C)(C)C.FC(F)(F)C(O)=O.